This data is from Catalyst prediction with 721,799 reactions and 888 catalyst types from USPTO. The task is: Predict which catalyst facilitates the given reaction. (1) Reactant: C([O:3][C:4]([C:6]1([C:11]2[CH:16]=[CH:15][CH:14]=[C:13]([Br:17])[CH:12]=2)[CH2:10][CH2:9][CH2:8][CH2:7]1)=[O:5])C.[OH-].[Li+].C1COCC1.CO. Product: [Br:17][C:13]1[CH:12]=[C:11]([C:6]2([C:4]([OH:5])=[O:3])[CH2:10][CH2:9][CH2:8][CH2:7]2)[CH:16]=[CH:15][CH:14]=1. The catalyst class is: 6. (2) Reactant: [Cl:1][C:2]1[CH:7]=[CH:6][C:5]([C:8]([CH:10]2[CH2:12][CH:11]2[C:13]#[N:14])=[O:9])=[CH:4][CH:3]=1.[CH3:15][Mg]Br. Product: [Cl:1][C:2]1[CH:3]=[CH:4][C:5]([C:8]([CH:10]2[CH2:12][CH:11]2[C:13]#[N:14])([OH:9])[CH3:15])=[CH:6][CH:7]=1. The catalyst class is: 27. (3) Reactant: Br[CH2:2][C:3]([C:5]1[S:13][C:12]2[C:11]([N:14]3[CH2:19][CH2:18][O:17][CH2:16][CH2:15]3)=[N:10][C:9]([Cl:20])=[N:8][C:7]=2[CH:6]=1)=O.[NH2:21][C:22]([NH2:24])=[S:23]. Product: [Cl:20][C:9]1[N:10]=[C:11]([N:14]2[CH2:19][CH2:18][O:17][CH2:16][CH2:15]2)[C:12]2[S:13][C:5]([C:3]3[N:21]=[C:22]([NH2:24])[S:23][CH:2]=3)=[CH:6][C:7]=2[N:8]=1. The catalyst class is: 14. (4) Reactant: CS[CH:3](SC)[CH:4]1[C:13](=[O:14])[C:12]2[C:7](=[CH:8][CH:9]=[CH:10][CH:11]=2)[N:6]([S:15]([C:18]2[CH:23]=[CH:22][C:21]([Cl:24])=[CH:20][CH:19]=2)(=[O:17])=[O:16])[CH2:5]1.CO.Cl.[NH2:30][C:31]([NH2:33])=[NH:32].[C:34](=O)(O)[O-].[Na+]. Product: [Cl:24][C:21]1[CH:20]=[CH:19][C:18]([S:15]([N:6]2[C:7]3[CH:8]=[CH:9][CH:10]=[CH:11][C:12]=3[C:3]3[N:32]=[C:31]([NH2:33])[N:30]=[C:13]([O:14][CH3:34])[C:4]=3[CH2:5]2)(=[O:16])=[O:17])=[CH:23][CH:22]=1. The catalyst class is: 6. (5) Reactant: [NH2:1][C:2]1[C:7]([Cl:8])=[CH:6][C:5]([OH:9])=[C:4]([O:10][C:11]2[CH:16]=[CH:15][C:14]([Cl:17])=[CH:13][C:12]=2[Cl:18])[CH:3]=1.CO[CH:21]1[CH2:25][CH2:24][CH:23](OC)O1. Product: [Cl:8][C:7]1[C:2]([N:1]2[CH:21]=[CH:25][CH:24]=[CH:23]2)=[CH:3][C:4]([O:10][C:11]2[CH:16]=[CH:15][C:14]([Cl:17])=[CH:13][C:12]=2[Cl:18])=[C:5]([OH:9])[CH:6]=1. The catalyst class is: 342. (6) Reactant: C(=O)([O-])[O-].[K+].[K+].Cl[CH2:8][C:9]1[CH:14]=[CH:13][C:12]([O:15][CH3:16])=[CH:11][CH:10]=1.[Br:17][C:18]1[CH:23]=[CH:22][C:21]([OH:24])=[C:20]([C:25]([F:28])([F:27])[F:26])[CH:19]=1.CN1CCCC1=O. Product: [Br:17][C:18]1[CH:23]=[CH:22][C:21]([O:24][CH2:8][C:9]2[CH:14]=[CH:13][C:12]([O:15][CH3:16])=[CH:11][CH:10]=2)=[C:20]([C:25]([F:26])([F:27])[F:28])[CH:19]=1. The catalyst class is: 6. (7) Reactant: [C:1]([O:5][C:6](=[O:19])[NH:7][C:8]1[CH:13]=[C:12](Cl)[C:11]([F:15])=[CH:10][C:9]=1[N+:16]([O-:18])=[O:17])([CH3:4])([CH3:3])[CH3:2].[NH:20]([CH3:22])[CH3:21]. Product: [C:1]([O:5][C:6](=[O:19])[NH:7][C:8]1[CH:13]=[C:12]([N:20]([CH3:22])[CH3:21])[C:11]([F:15])=[CH:10][C:9]=1[N+:16]([O-:18])=[O:17])([CH3:4])([CH3:3])[CH3:2]. The catalyst class is: 16. (8) Reactant: C[C:2]([CH2:6][CH2:7][CH2:8][CH2:9][CH2:10][CH2:11][CH2:12]CC)=[CH:3][CH2:4][OH:5].[C:15](OCC)(=O)C. Product: [CH3:15][C:4](=[O:5])[CH2:3][CH2:2][CH2:6][CH2:7][CH2:8][CH2:9][CH2:10][CH2:11][CH3:12]. The catalyst class is: 45.